This data is from Full USPTO retrosynthesis dataset with 1.9M reactions from patents (1976-2016). The task is: Predict the reactants needed to synthesize the given product. (1) Given the product [F:2][C:3]1[CH:8]=[CH:7][C:6]([C:9]2[O:13][N:12]=[C:11]([C@H:14]3[CH2:19][CH2:18][CH2:17][N:16]([C:23]([C:22]4[CH:26]=[CH:27][N:28]=[CH:29][C:21]=4[F:20])=[O:24])[CH2:15]3)[N:10]=2)=[CH:5][CH:4]=1, predict the reactants needed to synthesize it. The reactants are: Cl.[F:2][C:3]1[CH:8]=[CH:7][C:6]([C:9]2[O:13][N:12]=[C:11]([C@H:14]3[CH2:19][CH2:18][CH2:17][NH:16][CH2:15]3)[N:10]=2)=[CH:5][CH:4]=1.[F:20][C:21]1[CH:29]=[N:28][CH:27]=[CH:26][C:22]=1[C:23](O)=[O:24]. (2) Given the product [CH3:31][N:32]1[CH:36]=[C:35]([S:37]([N:1]2[CH2:5][CH2:4][CH:3]([O:6][C:7]3[C:8]([C:13]4[CH:18]=[CH:17][N:16]=[CH:15][CH:14]=4)=[N:9][CH:10]=[CH:11][CH:12]=3)[CH2:2]2)(=[O:39])=[O:38])[CH:34]=[N:33]1, predict the reactants needed to synthesize it. The reactants are: [NH:1]1[CH2:5][CH2:4][CH:3]([O:6][C:7]2[C:8]([C:13]3[CH:18]=[CH:17][N:16]=[CH:15][CH:14]=3)=[N:9][CH:10]=[CH:11][CH:12]=2)[CH2:2]1.C(N(CC)CC)C.CN(C=O)C.[CH3:31][N:32]1[CH:36]=[C:35]([S:37](Cl)(=[O:39])=[O:38])[CH:34]=[N:33]1. (3) Given the product [NH2:1][CH2:2][CH2:3][CH2:4][CH2:5][C:6]1[CH:11]=[N:9][NH:10][CH:7]=1, predict the reactants needed to synthesize it. The reactants are: [NH2:1][CH:2](C)[CH2:3][CH2:4][CH2:5][C:6]#[CH:7].[N+:9](=[CH2:11])=[N-:10]. (4) Given the product [CH2:1]([O:8][C:9]1[CH:10]=[CH:11][C:12]([O:15][C:16](=[O:18])[CH3:17])=[CH:13][CH:14]=1)[C:2]1[CH:3]=[CH:4][CH:5]=[CH:6][CH:7]=1, predict the reactants needed to synthesize it. The reactants are: [CH2:1]([O:8][C:9]1[CH:14]=[CH:13][C:12]([OH:15])=[CH:11][CH:10]=1)[C:2]1[CH:7]=[CH:6][CH:5]=[CH:4][CH:3]=1.[C:16](OC(=O)C)(=[O:18])[CH3:17]. (5) The reactants are: N1N=C(C2C=CC=CC=2C(N2CC3CN(C(OC(C)(C)C)=O)CC3C2)=O)NC=1.[CH3:29][C:30]1[CH:35]=[C:34]([CH3:36])[N:33]=[C:32]([N:37]2[CH2:44][CH:43]3[CH:39]([CH2:40][NH:41][CH2:42]3)[CH2:38]2)[N:31]=1.CC(O)=O.C(OC(N1CC2C(CNC2)C1)=O)(C)(C)C.[CH3:64][C:65]1[N:69]=[C:68]([C:70]2[CH:78]=[CH:77][CH:76]=[CH:75][C:71]=2[C:72](O)=[O:73])[O:67][N:66]=1.N1N=C(C2C=CC=CC=2C(O)=O)NC=1. Given the product [CH3:29][C:30]1[CH:35]=[C:34]([CH3:36])[N:33]=[C:32]([N:37]2[CH2:44][CH:43]3[CH:39]([CH2:40][N:41]([C:72]([C:71]4[CH:75]=[CH:76][CH:77]=[CH:78][C:70]=4[C:68]4[O:67][N:66]=[C:65]([CH3:64])[N:69]=4)=[O:73])[CH2:42]3)[CH2:38]2)[N:31]=1, predict the reactants needed to synthesize it. (6) Given the product [Cl:1][C:2]1[CH:3]=[N:4][C:5]2[N:6]([N:8]=[C:9]([C:11]([N:20]3[CH2:21][CH2:22][N:17]4[CH:16]=[N:15][N:14]=[C:18]4[CH2:19]3)=[O:13])[CH:10]=2)[CH:7]=1, predict the reactants needed to synthesize it. The reactants are: [Cl:1][C:2]1[CH:3]=[N:4][C:5]2[N:6]([N:8]=[C:9]([C:11]([OH:13])=O)[CH:10]=2)[CH:7]=1.[N:14]1[N:15]=[CH:16][N:17]2[CH2:22][CH2:21][NH:20][CH2:19][C:18]=12. (7) Given the product [CH3:1][O:2][C:3]1[C:4](=[O:31])[C:5]([CH3:30])=[C:6]([CH2:12][C:13]2[CH:14]=[CH:15][C:16]([C:22]3[CH:27]=[CH:26][CH:25]=[C:24]([O:28][CH3:29])[CH:23]=3)=[C:17]([CH:21]=2)[C:18]([NH:40][C:37]2[CH:38]=[CH:39][C:34]([O:33][CH3:32])=[CH:35][CH:36]=2)=[O:19])[C:7](=[O:11])[C:8]=1[O:9][CH3:10], predict the reactants needed to synthesize it. The reactants are: [CH3:1][O:2][C:3]1[C:4](=[O:31])[C:5]([CH3:30])=[C:6]([CH2:12][C:13]2[CH:14]=[CH:15][C:16]([C:22]3[CH:27]=[CH:26][CH:25]=[C:24]([O:28][CH3:29])[CH:23]=3)=[C:17]([CH:21]=2)[C:18](O)=[O:19])[C:7](=[O:11])[C:8]=1[O:9][CH3:10].[CH3:32][O:33][C:34]1[CH:39]=[CH:38][C:37]([NH2:40])=[CH:36][CH:35]=1.C(N(CC)CC)C.[Cl-].ClC1N(C)CC[NH+]1C. (8) Given the product [Cl:1][C:2]1[CH:3]=[CH:4][C:5]2[N:11]3[C:12]([C:15]([F:16])([F:17])[F:18])=[N:13][N:14]=[C:10]3[C@@H:9]([CH2:19][C:20]([N:22]3[CH2:27][CH2:26][N:25]([CH2:28][CH2:29][C:30]([OH:32])=[O:31])[C:24](=[O:35])[CH2:23]3)=[O:21])[S:8][C@H:7]([C:36]3[CH:41]=[CH:40][CH:39]=[C:38]([O:42][CH3:43])[C:37]=3[O:44][CH3:45])[C:6]=2[CH:46]=1, predict the reactants needed to synthesize it. The reactants are: [Cl:1][C:2]1[CH:3]=[CH:4][C:5]2[N:11]3[C:12]([C:15]([F:18])([F:17])[F:16])=[N:13][N:14]=[C:10]3[C@@H:9]([CH2:19][C:20]([N:22]3[CH2:27][CH2:26][N:25]([CH2:28][CH2:29][C:30]([O:32]CC)=[O:31])[C:24](=[O:35])[CH2:23]3)=[O:21])[S:8][C@H:7]([C:36]3[CH:41]=[CH:40][CH:39]=[C:38]([O:42][CH3:43])[C:37]=3[O:44][CH3:45])[C:6]=2[CH:46]=1.Cl.